This data is from Reaction yield outcomes from USPTO patents with 853,638 reactions. The task is: Predict the reaction yield, written as a fraction of the theoretical maximum amount of product (1.0 means a 100% yield; for example, 0.34 means a 34% yield). (1) The reactants are [Br:1][C:2]1[CH:3]=[CH:4][C:5](I)=[N:6][CH:7]=1.[C:9]1(B(O)O)[CH:14]=[CH:13][CH:12]=[CH:11][CH:10]=1.C(=O)([O-])[O-].[K+].[K+].COCCOC. The catalyst is O. The product is [Br:1][C:2]1[CH:3]=[CH:4][C:5]([C:9]2[CH:14]=[CH:13][CH:12]=[CH:11][CH:10]=2)=[N:6][CH:7]=1. The yield is 0.338. (2) The reactants are [CH2:1]([C:4]1[CH:9]=[C:8]([C:10]2[S:11][CH:12]=[C:13]([C:15]3[CH:20]=[CH:19][C:18]([NH2:21])=[CH:17][CH:16]=3)[N:14]=2)[CH:7]=[CH:6][N:5]=1)[CH2:2][CH3:3].[C:22]([O:26][C:27](O[C:27]([O:26][C:22]([CH3:25])([CH3:24])[CH3:23])=[O:28])=[O:28])([CH3:25])([CH3:24])[CH3:23]. The catalyst is CN(C)C1C=CN=CC=1.C1COCC1. The product is [CH2:1]([C:4]1[CH:9]=[C:8]([C:10]2[S:11][CH:12]=[C:13]([C:15]3[CH:16]=[CH:17][C:18]([NH:21][C:27](=[O:28])[O:26][C:22]([CH3:25])([CH3:24])[CH3:23])=[CH:19][CH:20]=3)[N:14]=2)[CH:7]=[CH:6][N:5]=1)[CH2:2][CH3:3]. The yield is 0.430. (3) The reactants are [CH2:1]([O:3][C:4]([C:6]1[C:7]([C:11]([F:14])([F:13])[F:12])=[N:8][NH:9][CH:10]=1)=[O:5])[CH3:2].C(=O)([O-])[O-].[K+].[K+].I[C:22]1[CH:27]=[CH:26][CH:25]=[CH:24][CH:23]=1.CN[C@@H]1CCCC[C@H]1NC. The catalyst is C1(C)C=CC=CC=1.C(OCC)(=O)C.[Cu]I. The product is [CH2:1]([O:3][C:4]([C:6]1[C:7]([C:11]([F:13])([F:14])[F:12])=[N:8][N:9]([C:22]2[CH:27]=[CH:26][CH:25]=[CH:24][CH:23]=2)[CH:10]=1)=[O:5])[CH3:2]. The yield is 0.850. (4) The reactants are C(OC([NH:8][CH2:9][CH2:10][N:11]1[C:15]([CH2:16][CH2:17][CH2:18][CH2:19][C:20]2[CH:25]=[CH:24][CH:23]=[CH:22][CH:21]=2)=[N:14][N:13]=[C:12]1[C:26]1[CH:27]=[C:28]2[C:33](=[CH:34][CH:35]=1)[CH:32]=[N:31][CH:30]=[CH:29]2)=O)(C)(C)C.C1C2C(=CC(C(NN)=O)=CC=2)C=CN=1.C(OC(NCCNC(=S)CCCCC1C=CC=CC=1)=O)(C)(C)C.C(=O)([O-])[O-].[K+].[K+]. The catalyst is CO.CO.C(Cl)Cl. The product is [CH:32]1[C:33]2[C:28](=[CH:27][C:26]([C:12]3[N:11]([CH2:10][CH2:9][NH2:8])[C:15]([CH2:16][CH2:17][CH2:18][CH2:19][C:20]4[CH:21]=[CH:22][CH:23]=[CH:24][CH:25]=4)=[N:14][N:13]=3)=[CH:35][CH:34]=2)[CH:29]=[CH:30][N:31]=1. The yield is 0.290. (5) The reactants are C(N(CC)CC)C.[OH:8]/[N:9]=[C:10](\[NH2:20])/[CH2:11][C:12]1[CH:17]=[CH:16][C:15]([I:18])=[C:14]([CH3:19])[CH:13]=1.Cl[C:22]([O:24][C:25]1[CH:30]=[CH:29][CH:28]=[CH:27][CH:26]=1)=[O:23]. The catalyst is ClCCl. The product is [OH:8]/[N:9]=[C:10](\[NH:20][C:22](=[O:23])[O:24][C:25]1[CH:30]=[CH:29][CH:28]=[CH:27][CH:26]=1)/[CH2:11][C:12]1[CH:17]=[CH:16][C:15]([I:18])=[C:14]([CH3:19])[CH:13]=1. The yield is 1.05. (6) The reactants are [C:1]([O:5][C:6]([N:8]([CH2:16][C:17]1[CH:26]=[CH:25][C:24]2[C:19](=[CH:20][CH:21]=[C:22]([O:27][C@H:28]3[CH2:33][CH2:32][C@H:31]([C:34]([CH3:37])([CH3:36])[CH3:35])[CH2:30][CH2:29]3)[CH:23]=2)[CH:18]=1)[CH2:9][CH2:10][C:11]([O:13]CC)=[O:12])=[O:7])([CH3:4])([CH3:3])[CH3:2].[OH-].[Na+].Cl. The yield is 0.750. The catalyst is CCO. The product is [C:1]([O:5][C:6]([N:8]([CH2:16][C:17]1[CH:26]=[CH:25][C:24]2[C:19](=[CH:20][CH:21]=[C:22]([O:27][C@H:28]3[CH2:29][CH2:30][C@H:31]([C:34]([CH3:37])([CH3:36])[CH3:35])[CH2:32][CH2:33]3)[CH:23]=2)[CH:18]=1)[CH2:9][CH2:10][C:11]([OH:13])=[O:12])=[O:7])([CH3:3])([CH3:4])[CH3:2].